This data is from Peptide-MHC class II binding affinity with 134,281 pairs from IEDB. The task is: Regression. Given a peptide amino acid sequence and an MHC pseudo amino acid sequence, predict their binding affinity value. This is MHC class II binding data. The peptide sequence is KIDAAFKVAATAAAT. The binding affinity (normalized) is 0.583. The MHC is HLA-DQA10102-DQB10602 with pseudo-sequence HLA-DQA10102-DQB10602.